This data is from Catalyst prediction with 721,799 reactions and 888 catalyst types from USPTO. The task is: Predict which catalyst facilitates the given reaction. (1) Reactant: [F:1][C:2]1[CH:3]=[CH:4][C:5]([NH:22][C:23]([C:25]2[N:26]=[C:27]([C:30]3[CH:31]=[N:32][N:33](COCC[Si](C)(C)C)[CH:34]=3)[S:28][CH:29]=2)=[O:24])=[C:6]([C:8]2[N:9]=[C:10]([CH2:13][NH:14]C(=O)OC(C)(C)C)[S:11][CH:12]=2)[CH:7]=1.[ClH:43]. Product: [ClH:43].[NH2:14][CH2:13][C:10]1[S:11][CH:12]=[C:8]([C:6]2[CH:7]=[C:2]([F:1])[CH:3]=[CH:4][C:5]=2[NH:22][C:23]([C:25]2[N:26]=[C:27]([C:30]3[CH:34]=[N:33][NH:32][CH:31]=3)[S:28][CH:29]=2)=[O:24])[N:9]=1. The catalyst class is: 38. (2) Reactant: [CH3:1][CH:2]([C:4]1[N:8]([CH2:9][CH2:10][C@@H:11]([OH:19])[CH2:12][C@@H:13]([OH:18])[CH2:14][C:15]([O-:17])=[O:16])[C:7]([C:20]2[CH:21]=[CH:22][C:23]([F:26])=[CH:24][CH:25]=2)=[C:6]([C:27]2[CH:28]=[CH:29][CH:30]=[CH:31][CH:32]=2)[C:5]=1[C:33]([NH:35][C:36]1[CH:37]=[CH:38][CH:39]=[CH:40][CH:41]=1)=[O:34])[CH3:3].CC(C1N(CC[C@@H](O)C[C@@H](O)CC([O-])=O)C(C2C=CC(F)=CC=2)=C(C2C=CC=CC=2)C=1C(NC1C=CC=CC=1)=O)C.[Ca+2].C(O)[C@H]([C@H]([C@@H]([C@@H](CO)O)O)O)O.C([O-])(=O)CCCCCCCCCCCCCCCCC.[Mg+2].C([O-])(=O)CCCCCCCCCCCCCCCCC.C[C@@](O)(CC(SCCNC(CCNC([C@H](O)C(COP(OP(OC[C@H]1O[C@@H](N2C3N=CN=C(N)C=3N=C2)[C@H](O)[C@@H]1OP(O)(O)=O)(O)=O)(O)=O)(C)C)=O)=O)=O)CC(O)=O. Product: [CH3:3][CH:2]([C:4]1[N:8]([CH2:9][CH2:10][C@@H:11]([OH:19])[CH2:12][C@@H:13]([OH:18])[CH2:14][C:15]([OH:17])=[O:16])[C:7]([C:20]2[CH:25]=[CH:24][C:23]([F:26])=[CH:22][CH:21]=2)=[C:6]([C:27]2[CH:32]=[CH:31][CH:30]=[CH:29][CH:28]=2)[C:5]=1[C:33]([NH:35][C:36]1[CH:41]=[CH:40][CH:39]=[CH:38][CH:37]=1)=[O:34])[CH3:1]. The catalyst class is: 6. (3) Reactant: [NH:1]([C:3]1[N:4]=[N:5][C:6]([C:9]2[CH:18]=[CH:17][C:12]([C:13]([O:15][CH3:16])=[O:14])=[CH:11][CH:10]=2)=[CH:7][N:8]=1)[NH2:2].[N:19]1[C:28]2[C:23](=[CH:24][C:25]([C:29]3([CH:32]=O)[CH2:31][CH2:30]3)=[CH:26][CH:27]=2)[CH:22]=[CH:21][CH:20]=1.C(O)(=O)C.C(O)(=O)C.IC1C=CC=CC=1. Product: [N:19]1[C:28]2[C:23](=[CH:24][C:25]([C:29]3([C:32]4[N:4]5[N:5]=[C:6]([C:9]6[CH:10]=[CH:11][C:12]([C:13]([O:15][CH3:16])=[O:14])=[CH:17][CH:18]=6)[CH:7]=[N:8][C:3]5=[N:1][N:2]=4)[CH2:31][CH2:30]3)=[CH:26][CH:27]=2)[CH:22]=[CH:21][CH:20]=1. The catalyst class is: 212. (4) Reactant: Br[C:2]1[N:6]2[CH:7]=[N:8][C:9]3[N:13]([S:14]([C:17]4[CH:23]=[CH:22][C:20]([CH3:21])=[CH:19][CH:18]=4)(=[O:16])=[O:15])[CH:12]=[CH:11][C:10]=3[C:5]2=[C:4]([CH:24]2[CH2:29][CH2:28][CH2:27][N:26]([C:30]([O:32][CH2:33][C:34]3[CH:39]=[CH:38][CH:37]=[CH:36][CH:35]=3)=[O:31])[CH2:25]2)[N:3]=1.CC1(C)C(C)(C)OB([C:48]2[CH:53]=[CH:52][C:51]([C:54]([OH:57])([CH3:56])[CH3:55])=[CH:50][CH:49]=2)O1.C(=O)([O-])[O-].[Cs+].[Cs+]. Product: [OH:57][C:54]([C:51]1[CH:52]=[CH:53][C:48]([C:2]2[N:6]3[CH:7]=[N:8][C:9]4[N:13]([S:14]([C:17]5[CH:23]=[CH:22][C:20]([CH3:21])=[CH:19][CH:18]=5)(=[O:16])=[O:15])[CH:12]=[CH:11][C:10]=4[C:5]3=[C:4]([CH:24]3[CH2:29][CH2:28][CH2:27][N:26]([C:30]([O:32][CH2:33][C:34]4[CH:39]=[CH:38][CH:37]=[CH:36][CH:35]=4)=[O:31])[CH2:25]3)[N:3]=2)=[CH:49][CH:50]=1)([CH3:56])[CH3:55]. The catalyst class is: 551. (5) Reactant: [CH3:1][S:2][C:3]1[S:7][C:6]2=[N:8][C:9]([C:11]3[O:12][C:13]4[CH:19]=[C:18]([C:20](O)=[O:21])[CH:17]=[CH:16][C:14]=4[CH:15]=3)=[CH:10][N:5]2[N:4]=1.[CH2:23]([NH2:30])[C:24]1[CH:29]=[CH:28][CH:27]=[CH:26][CH:25]=1.C(N(C(C)C)CC)(C)C.CN(C(ON1N=NC2C=CC=NC1=2)=[N+](C)C)C.F[P-](F)(F)(F)(F)F. Product: [CH2:23]([NH:30][C:20]([C:18]1[CH:17]=[CH:16][C:14]2[CH:15]=[C:11]([C:9]3[N:8]=[C:6]4[N:5]([CH:10]=3)[N:4]=[C:3]([S:2][CH3:1])[S:7]4)[O:12][C:13]=2[CH:19]=1)=[O:21])[C:24]1[CH:29]=[CH:28][CH:27]=[CH:26][CH:25]=1. The catalyst class is: 39.